Dataset: Reaction yield outcomes from USPTO patents with 853,638 reactions. Task: Predict the reaction yield, written as a fraction of the theoretical maximum amount of product (1.0 means a 100% yield; for example, 0.34 means a 34% yield). (1) The reactants are [CH3:1][O:2][C:3]1[C:4](=[O:24])[C:5]([CH3:23])=[C:6]([CH2:12][C:13]2[CH:18]=[CH:17][C:16]([CH2:19][C:20]([OH:22])=O)=[CH:15][CH:14]=2)[C:7](=[O:11])[C:8]=1[O:9][CH3:10].[CH:25]([NH2:28])([CH3:27])[CH3:26]. No catalyst specified. The product is [CH3:1][O:2][C:3]1[C:4](=[O:24])[C:5]([CH3:23])=[C:6]([CH2:12][C:13]2[CH:18]=[CH:17][C:16]([CH2:19][C:20]([NH:28][CH:25]([CH3:27])[CH3:26])=[O:22])=[CH:15][CH:14]=2)[C:7](=[O:11])[C:8]=1[O:9][CH3:10]. The yield is 0.220. (2) The reactants are [C:1]1([C:7]([CH3:12])([CH3:11])[CH2:8][Mg]Br)[CH:6]=[CH:5][CH:4]=[CH:3][CH:2]=1.[C:13](OCC)(=[O:19])[C:14]([O:16][CH2:17][CH3:18])=[O:15]. The catalyst is C1COCC1. The product is [CH2:17]([O:16][C:14](=[O:15])[C:13](=[O:19])[CH2:8][C:7]([CH3:12])([C:1]1[CH:6]=[CH:5][CH:4]=[CH:3][CH:2]=1)[CH3:11])[CH3:18]. The yield is 0.510. (3) The reactants are [CH2:1]([N:8]1[CH:12]=[C:11](/[CH:13]=[CH:14]/[C:15]([O:17]CC)=[O:16])[C:10]([O:20][CH2:21][C:22]2[CH:27]=[CH:26][C:25]([O:28][CH2:29][C:30]3[N:31]=[C:32]([C:36]4[O:37][CH:38]=[CH:39][CH:40]=4)[O:33][C:34]=3[CH3:35])=[C:24]([O:41][CH3:42])[CH:23]=2)=[N:9]1)[C:2]1[CH:7]=[CH:6][CH:5]=[CH:4][CH:3]=1.O1CCCC1.[OH-].[Na+].Cl. The catalyst is O.C(O)C. The product is [CH2:1]([N:8]1[CH:12]=[C:11](/[CH:13]=[CH:14]/[C:15]([OH:17])=[O:16])[C:10]([O:20][CH2:21][C:22]2[CH:27]=[CH:26][C:25]([O:28][CH2:29][C:30]3[N:31]=[C:32]([C:36]4[O:37][CH:38]=[CH:39][CH:40]=4)[O:33][C:34]=3[CH3:35])=[C:24]([O:41][CH3:42])[CH:23]=2)=[N:9]1)[C:2]1[CH:3]=[CH:4][CH:5]=[CH:6][CH:7]=1. The yield is 0.980. (4) The reactants are N[C:2]1[N:10]=[CH:9][N:8]=[C:7]2[C:3]=1[N:4]=[C:5]([S:27][C:28]1[CH:36]=[CH:35][C:31]3[O:32][CH2:33][O:34][C:30]=3[CH:29]=1)[N:6]2[CH2:11][CH2:12][CH2:13][CH2:14][CH2:15][N:16]1[C:24](=[O:25])[C:23]2[C:18](=[CH:19][CH:20]=[CH:21][CH:22]=2)[C:17]1=[O:26].N([O-])=[O:38].[Na+]. The catalyst is C(O)(=O)C.O. The product is [O:32]1[C:31]2[CH:35]=[CH:36][C:28]([S:27][C:5]3[N:6]([CH2:11][CH2:12][CH2:13][CH2:14][CH2:15][N:16]4[C:17](=[O:26])[C:18]5[C:23](=[CH:22][CH:21]=[CH:20][CH:19]=5)[C:24]4=[O:25])[C:7]4[N:8]=[CH:9][NH:10][C:2](=[O:38])[C:3]=4[N:4]=3)=[CH:29][C:30]=2[O:34][CH2:33]1. The yield is 0.390. (5) The reactants are C(O[C@@H](C1C(C)=C(C=O)C2=NC3=CN2C=1N1CCC(C)(OCCCC[C@H](C)OC2C=CC(F)=CC=2C2C=C3C=CC=2)CC1)C(OC)=O)(C)(C)C.[C:51]([O:55][C@@H:56]([C:61]1[C:90]([CH3:91])=[C:89]([CH:92]([OH:94])[CH3:93])[C:88]2=[N:95][C:85]3=[CH:86][N:87]2[C:62]=1[N:63]1[CH2:101][CH2:100][C:66]([CH3:102])([O:67][CH2:68][CH2:69][CH2:70][CH2:71][C@H:72]([CH3:99])[O:73][C:74]2[CH:75]=[CH:76][C:77]([F:98])=[C:78](F)[C:79]=2[C:80]2[CH:96]=[C:84]3[CH:83]=[CH:82][CH:81]=2)[CH2:65][CH2:64]1)[C:57]([O:59][CH3:60])=[O:58])([CH3:54])([CH3:53])[CH3:52]. No catalyst specified. The product is [C:51]([O:55][C@@H:56]([C:61]1[C:90]([CH3:91])=[C:89]([CH:92]([OH:94])[CH3:93])[C:88]2=[N:95][C:85]3=[CH:86][N:87]2[C:62]=1[N:63]1[CH2:64][CH2:65][C:66]([CH3:102])([O:67][CH2:68][CH2:69][CH2:70][CH2:71][C@H:72]([CH3:99])[O:73][C:74]2[CH:75]=[CH:76][C:77]([F:98])=[CH:78][C:79]=2[C:80]2[CH:96]=[C:84]3[CH:83]=[CH:82][CH:81]=2)[CH2:100][CH2:101]1)[C:57]([O:59][CH3:60])=[O:58])([CH3:52])([CH3:53])[CH3:54]. The yield is 0.469. (6) The reactants are [OH:1][CH2:2][C:3]1[CH:4]=[CH:5][C:6]([CH3:10])=[C:7]([OH:9])[CH:8]=1.Br[CH2:12][CH2:13][CH2:14][CH2:15][CH2:16][CH2:17][CH2:18][CH2:19][CH:20]1[O:24][CH2:23][CH2:22][O:21]1.C(=O)([O-])[O-].[K+].[K+]. The catalyst is CN(C)C=O.O. The product is [O:21]1[CH2:22][CH2:23][O:24][CH:20]1[CH2:19][CH2:18][CH2:17][CH2:16][CH2:15][CH2:14][CH2:13][CH2:12][O:9][C:7]1[CH:8]=[C:3]([CH2:2][OH:1])[CH:4]=[CH:5][C:6]=1[CH3:10]. The yield is 0.410.